This data is from Reaction yield outcomes from USPTO patents with 853,638 reactions. The task is: Predict the reaction yield, written as a fraction of the theoretical maximum amount of product (1.0 means a 100% yield; for example, 0.34 means a 34% yield). The reactants are Br[CH2:2][C:3]1[C:13]([Cl:14])=[N:12][CH:11]=[CH:10][C:4]=1[C:5]([O:7]CC)=O.Cl.[CH3:16][C:17]1[CH:18]=[C:19]([CH:29]([NH2:31])[CH3:30])[CH:20]=[CH:21][C:22]=1[O:23][CH2:24][C:25]([F:28])([F:27])[F:26]. No catalyst specified. The product is [Cl:14][C:13]1[C:3]2[CH2:2][N:31]([CH:29]([C:19]3[CH:20]=[CH:21][C:22]([O:23][CH2:24][C:25]([F:26])([F:27])[F:28])=[C:17]([CH3:16])[CH:18]=3)[CH3:30])[C:5](=[O:7])[C:4]=2[CH:10]=[CH:11][N:12]=1. The yield is 0.970.